From a dataset of NCI-60 drug combinations with 297,098 pairs across 59 cell lines. Regression. Given two drug SMILES strings and cell line genomic features, predict the synergy score measuring deviation from expected non-interaction effect. (1) Drug 1: C1=CC(=CC=C1CCC2=CNC3=C2C(=O)NC(=N3)N)C(=O)NC(CCC(=O)O)C(=O)O. Drug 2: C1C(C(OC1N2C=NC3=C2NC=NCC3O)CO)O. Cell line: DU-145. Synergy scores: CSS=12.9, Synergy_ZIP=-6.56, Synergy_Bliss=-3.43, Synergy_Loewe=-0.299, Synergy_HSA=-0.325. (2) Drug 1: CC1=C(C=C(C=C1)C(=O)NC2=CC(=CC(=C2)C(F)(F)F)N3C=C(N=C3)C)NC4=NC=CC(=N4)C5=CN=CC=C5. Drug 2: CN(C(=O)NC(C=O)C(C(C(CO)O)O)O)N=O. Cell line: SF-539. Synergy scores: CSS=-0.213, Synergy_ZIP=2.76, Synergy_Bliss=3.98, Synergy_Loewe=-6.86, Synergy_HSA=-6.59. (3) Drug 1: COC1=C(C=C2C(=C1)N=CN=C2NC3=CC(=C(C=C3)F)Cl)OCCCN4CCOCC4. Drug 2: CC1OCC2C(O1)C(C(C(O2)OC3C4COC(=O)C4C(C5=CC6=C(C=C35)OCO6)C7=CC(=C(C(=C7)OC)O)OC)O)O. Cell line: RXF 393. Synergy scores: CSS=34.4, Synergy_ZIP=-8.94, Synergy_Bliss=-0.831, Synergy_Loewe=2.60, Synergy_HSA=4.44. (4) Drug 1: CCC1(CC2CC(C3=C(CCN(C2)C1)C4=CC=CC=C4N3)(C5=C(C=C6C(=C5)C78CCN9C7C(C=CC9)(C(C(C8N6C=O)(C(=O)OC)O)OC(=O)C)CC)OC)C(=O)OC)O.OS(=O)(=O)O. Drug 2: C1CN(P(=O)(OC1)NCCCl)CCCl. Cell line: CAKI-1. Synergy scores: CSS=-1.22, Synergy_ZIP=-3.12, Synergy_Bliss=-6.64, Synergy_Loewe=-19.2, Synergy_HSA=-9.27. (5) Drug 1: CC1=C2C(C(=O)C3(C(CC4C(C3C(C(C2(C)C)(CC1OC(=O)C(C(C5=CC=CC=C5)NC(=O)C6=CC=CC=C6)O)O)OC(=O)C7=CC=CC=C7)(CO4)OC(=O)C)O)C)OC(=O)C. Drug 2: CN(C(=O)NC(C=O)C(C(C(CO)O)O)O)N=O. Cell line: PC-3. Synergy scores: CSS=5.98, Synergy_ZIP=2.26, Synergy_Bliss=1.67, Synergy_Loewe=-26.4, Synergy_HSA=0.478.